From a dataset of Forward reaction prediction with 1.9M reactions from USPTO patents (1976-2016). Predict the product of the given reaction. (1) Given the reactants [NH:1]([C:3]([O:5][C:6]([CH3:9])([CH3:8])[CH3:7])=[O:4])[NH2:2].Cl[CH2:11][C:12]1[C:21]2[C:16](=[CH:17][CH:18]=[CH:19][CH:20]=2)[CH:15]=[CH:14][CH:13]=1, predict the reaction product. The product is: [C:12]1([CH2:11][NH:2][NH:1][C:3]([O:5][C:6]([CH3:9])([CH3:8])[CH3:7])=[O:4])[C:21]2[C:16](=[CH:17][CH:18]=[CH:19][CH:20]=2)[CH:15]=[CH:14][CH:13]=1. (2) Given the reactants [CH2:1]([O:15][C:16]1[O:20][C:19]([C:21]([OH:23])=[O:22])=[CH:18][CH:17]=1)[CH2:2][CH2:3][CH2:4][CH2:5][CH2:6][CH2:7][CH2:8][CH2:9][CH2:10][CH2:11][CH2:12][CH2:13][CH3:14].[Cl:24][CH2:25][CH2:26][CH2:27]Br.O.O.O.O.O.[OH-].C([N+](CCCC)(CCCC)CCCC)CCC, predict the reaction product. The product is: [CH2:1]([O:15][C:16]1[O:20][C:19]([C:21]([O:23][CH2:27][CH2:26][CH2:25][Cl:24])=[O:22])=[CH:18][CH:17]=1)[CH2:2][CH2:3][CH2:4][CH2:5][CH2:6][CH2:7][CH2:8][CH2:9][CH2:10][CH2:11][CH2:12][CH2:13][CH3:14]. (3) Given the reactants CO[C:3](=[O:20])[C:4]([C:9](=[O:19])[C:10]1[CH:15]=[CH:14][C:13]([O:16][CH3:17])=[C:12]([CH3:18])[CH:11]=1)=[CH:5]OCC.[NH2:21][C:22]1[CH:27]=[CH:26][CH:25]=[CH:24][CH:23]=1, predict the reaction product. The product is: [CH3:17][O:16][C:13]1[CH:14]=[CH:15][C:10]([C:9]([C:4]2[C:3](=[O:20])[C:27]3[C:22](=[CH:23][CH:24]=[CH:25][CH:26]=3)[NH:21][CH:5]=2)=[O:19])=[CH:11][C:12]=1[CH3:18]. (4) Given the reactants [CH:1](=O)[CH2:2][CH2:3][CH2:4][CH2:5][CH:6]=[CH2:7].[C:9]([O:13][C:14]([CH3:17])([CH3:16])[CH3:15])(=[O:12])[NH:10][NH2:11].[BH3-]C#N.[Na+], predict the reaction product. The product is: [C:14]([O:13][C:9]([NH:10]/[N:11]=[CH:1]/[CH2:2][CH2:3][CH2:4][CH2:5][CH:6]=[CH2:7])=[O:12])([CH3:17])([CH3:16])[CH3:15].